Dataset: Catalyst prediction with 721,799 reactions and 888 catalyst types from USPTO. Task: Predict which catalyst facilitates the given reaction. (1) Reactant: Cl.[Cl:2][C:3]1[C:38]([C:39]([F:42])([F:41])[F:40])=[CH:37][CH:36]=[CH:35][C:4]=1[CH2:5][N:6]([CH2:21][CH:22]([C:29]1[CH:34]=[CH:33][CH:32]=[CH:31][CH:30]=1)[C:23]1[CH:28]=[CH:27][CH:26]=[CH:25][CH:24]=1)[CH2:7][CH2:8][CH2:9][O:10][C:11]1[CH:12]=[C:13]([CH2:17][C:18]([OH:20])=[O:19])[CH:14]=[CH:15][CH:16]=1.[CH3:43]O. Product: [CH3:43][O:19][C:18](=[O:20])[CH2:17][C:13]1[CH:14]=[CH:15][CH:16]=[C:11]([O:10][CH2:9][CH2:8][CH2:7][N:6]([CH2:5][C:4]2[CH:35]=[CH:36][CH:37]=[C:38]([C:39]([F:40])([F:41])[F:42])[C:3]=2[Cl:2])[CH2:21][CH:22]([C:23]2[CH:28]=[CH:27][CH:26]=[CH:25][CH:24]=2)[C:29]2[CH:30]=[CH:31][CH:32]=[CH:33][CH:34]=2)[CH:12]=1. The catalyst class is: 65. (2) Reactant: [F:1][C:2]1([F:52])[CH2:7][CH2:6][CH:5]([C:8]2[C:17]3[C@@H:16]([OH:18])[CH2:15][C:14]([CH3:20])([CH3:19])[CH2:13][C:12]=3[N:11]=[C:10]([CH:21]3[CH2:26][CH2:25][N:24]([C:27]4[N:32]=[CH:31][C:30]([O:33][CH2:34][CH2:35][C:36]([OH:39])([CH3:38])[CH3:37])=[CH:29][N:28]=4)[CH2:23][CH2:22]3)[C:9]=2[C@@H:40]([F:51])[C:41]2[CH:46]=[CH:45][C:44]([C:47]([F:50])([F:49])[F:48])=[CH:43][CH:42]=2)[CH2:4][CH2:3]1.[ClH:53]. Product: [ClH:53].[F:52][C:2]1([F:1])[CH2:3][CH2:4][CH:5]([C:8]2[C:17]3[C@@H:16]([OH:18])[CH2:15][C:14]([CH3:19])([CH3:20])[CH2:13][C:12]=3[N:11]=[C:10]([CH:21]3[CH2:22][CH2:23][N:24]([C:27]4[N:32]=[CH:31][C:30]([O:33][CH2:34][CH2:35][C:36]([OH:39])([CH3:37])[CH3:38])=[CH:29][N:28]=4)[CH2:25][CH2:26]3)[C:9]=2[C@@H:40]([F:51])[C:41]2[CH:46]=[CH:45][C:44]([C:47]([F:48])([F:50])[F:49])=[CH:43][CH:42]=2)[CH2:6][CH2:7]1. The catalyst class is: 21. (3) Reactant: [CH2:1]([O:8][C:9]1[CH:14]=[CH:13][C:12]([C:15]2[CH:19]=[C:18]([CH2:20]Cl)[O:17][N:16]=2)=[CH:11][CH:10]=1)[C:2]1[CH:7]=[CH:6][CH:5]=[CH:4][CH:3]=1.[N-:22]=[N+:23]=[N-:24].[Na+]. Product: [N:22]([CH2:20][C:18]1[O:17][N:16]=[C:15]([C:12]2[CH:13]=[CH:14][C:9]([O:8][CH2:1][C:2]3[CH:7]=[CH:6][CH:5]=[CH:4][CH:3]=3)=[CH:10][CH:11]=2)[CH:19]=1)=[N+:23]=[N-:24]. The catalyst class is: 3. (4) Reactant: [CH3:1][C:2]1[CH:7]=[CH:6][CH:5]=[C:4]([CH3:8])[C:3]=1[C:9]1[N:10]=[C:11](O)[C:12]2[CH2:18][N:17]([C:19]3[N:23]([CH3:24])[N:22]=[C:21]([CH:25]([CH3:27])[CH3:26])[CH:20]=3)[CH2:16][CH2:15][C:13]=2[N:14]=1.[Cl-].[Cl:30]C(=[N+](C)C)C.C([O-])(O)=O.[Na+]. Product: [Cl:30][C:11]1[C:12]2[CH2:18][N:17]([C:19]3[N:23]([CH3:24])[N:22]=[C:21]([CH:25]([CH3:27])[CH3:26])[CH:20]=3)[CH2:16][CH2:15][C:13]=2[N:14]=[C:9]([C:3]2[C:4]([CH3:8])=[CH:5][CH:6]=[CH:7][C:2]=2[CH3:1])[N:10]=1. The catalyst class is: 2. (5) Reactant: [Cl:1][C:2]1[CH:19]=[CH:18][C:5]([CH2:6][CH2:7][NH:8][C:9](=[O:17])[C:10]2[CH:15]=[CH:14][C:13]([OH:16])=[CH:12][CH:11]=2)=[CH:4][CH:3]=1.C([O-])([O-])=O.[K+].[K+].[Br:26][C:27]1[CH:28]=[C:29]([CH:32]=[CH:33][C:34]=1F)[CH:30]=[O:31]. Product: [Cl:1][C:2]1[CH:3]=[CH:4][C:5]([CH2:6][CH2:7][NH:8][C:9](=[O:17])[C:10]2[CH:15]=[CH:14][C:13]([O:16][C:34]3[CH:33]=[CH:32][C:29]([CH:30]=[O:31])=[CH:28][C:27]=3[Br:26])=[CH:12][CH:11]=2)=[CH:18][CH:19]=1. The catalyst class is: 148.